Dataset: Forward reaction prediction with 1.9M reactions from USPTO patents (1976-2016). Task: Predict the product of the given reaction. (1) Given the reactants [CH:1]1([CH2:18]C2C=C(C)C=CC=2S([O-])(=O)=O)[CH2:5][CH2:4][CH:3]([CH2:6][C:7]2C=C(C)C=CC=2S([O-])(=O)=O)[CH2:2]1.O.[C-]#[N:32].[Na+].C[N:35]([CH:37]=O)C, predict the reaction product. The product is: [CH:1]1([CH2:18][C:37]#[N:35])[CH2:5][CH2:4][CH:3]([CH2:6][C:7]#[N:32])[CH2:2]1. (2) Given the reactants Cl[C:2]1[N:7]=[C:6]([O:8][CH2:9][C:10]([F:13])([F:12])[F:11])[N:5]=[C:4]([NH:14][C:15]2[CH:27]=[CH:26][C:18]([C:19]([O:21][C:22]([CH3:25])([CH3:24])[CH3:23])=[O:20])=[CH:17][CH:16]=2)[N:3]=1.[NH2:28][C:29]1([C:32]2[CH:37]=[CH:36][C:35]([OH:38])=[CH:34][CH:33]=2)[CH2:31][CH2:30]1, predict the reaction product. The product is: [OH:38][C:35]1[CH:34]=[CH:33][C:32]([C:29]2([NH:28][C:2]3[N:7]=[C:6]([O:8][CH2:9][C:10]([F:13])([F:12])[F:11])[N:5]=[C:4]([NH:14][C:15]4[CH:27]=[CH:26][C:18]([C:19]([O:21][C:22]([CH3:25])([CH3:24])[CH3:23])=[O:20])=[CH:17][CH:16]=4)[N:3]=3)[CH2:30][CH2:31]2)=[CH:37][CH:36]=1. (3) Given the reactants [F:1][C:2]([F:22])([F:21])[C:3]1[CH:4]=[C:5]([C:9]2[N:10]=[C:11]3[C:16]([C:17](O)=[O:18])=[CH:15][CH:14]=[CH:13][N:12]3[CH:20]=2)[CH:6]=[CH:7][CH:8]=1.CC[N:25](CC)CC.C(Cl)(=O)OC.N, predict the reaction product. The product is: [F:22][C:2]([F:21])([F:1])[C:3]1[CH:4]=[C:5]([C:9]2[N:10]=[C:11]3[C:16]([C:17]([NH2:25])=[O:18])=[CH:15][CH:14]=[CH:13][N:12]3[CH:20]=2)[CH:6]=[CH:7][CH:8]=1. (4) The product is: [CH2:1]([O:3][C:4]([C:6]1[C:7]([O:21][C:15]2[CH:16]=[C:17]([Cl:20])[CH:18]=[CH:19][C:14]=2[Cl:13])=[N:8][CH:9]=[N:10][CH:11]=1)=[O:5])[CH3:2]. Given the reactants [CH2:1]([O:3][C:4]([C:6]1[C:7](Cl)=[N:8][CH:9]=[N:10][CH:11]=1)=[O:5])[CH3:2].[Cl:13][C:14]1[CH:19]=[CH:18][C:17]([Cl:20])=[CH:16][C:15]=1[OH:21].C(=O)([O-])[O-].[Cs+].[Cs+], predict the reaction product. (5) Given the reactants CS(O[CH2:6][CH2:7][NH:8][C:9]1[C:13]([C:14]2[N:18]([C:19]3[CH:24]=[CH:23][C:22]([F:25])=[C:21]([Br:26])[CH:20]=3)[C:17](=[O:27])[O:16][N:15]=2)=[N:12][O:11][N:10]=1)(=O)=O.[N-:28]=[N+:29]=[N-:30].[Na+], predict the reaction product. The product is: [N:28]([CH2:6][CH2:7][NH:8][C:9]1[C:13]([C:14]2[N:18]([C:19]3[CH:24]=[CH:23][C:22]([F:25])=[C:21]([Br:26])[CH:20]=3)[C:17](=[O:27])[O:16][N:15]=2)=[N:12][O:11][N:10]=1)=[N+:29]=[N-:30]. (6) Given the reactants [N:1]1[CH:2]=[CH:3][N:4]2[CH:9]=[C:8]([C:10]3[CH:11]=[C:12]([NH:18][S:19]([CH:22]4[CH2:24][CH2:23]4)(=[O:21])=[O:20])[C:13]([O:16][CH3:17])=[N:14][CH:15]=3)[CH:7]=[CH:6][C:5]=12.C1C(=O)N([I:32])C(=O)C1, predict the reaction product. The product is: [I:32][C:3]1[N:4]2[CH:9]=[C:8]([C:10]3[CH:11]=[C:12]([NH:18][S:19]([CH:22]4[CH2:23][CH2:24]4)(=[O:21])=[O:20])[C:13]([O:16][CH3:17])=[N:14][CH:15]=3)[CH:7]=[CH:6][C:5]2=[N:1][CH:2]=1. (7) Given the reactants [O:1]=[C:2]1[CH2:7][O:6][CH2:5][CH2:4][N:3]1[C@@H:8]1[CH2:13][CH2:12][C@H:11]([C:14]([OH:16])=O)[CH2:10][CH2:9]1.[F:17][C:18]1[CH:19]=[C:20]([C:25]2[CH:26]=[N:27][C:28]([NH2:31])=[N:29][CH:30]=2)[CH:21]=[C:22]([F:24])[CH:23]=1, predict the reaction product. The product is: [F:24][C:22]1[CH:21]=[C:20]([C:25]2[CH:30]=[N:29][C:28]([NH:31][C:14]([C@H:11]3[CH2:10][CH2:9][C@@H:8]([N:3]4[CH2:4][CH2:5][O:6][CH2:7][C:2]4=[O:1])[CH2:13][CH2:12]3)=[O:16])=[N:27][CH:26]=2)[CH:19]=[C:18]([F:17])[CH:23]=1.